From a dataset of Reaction yield outcomes from USPTO patents with 853,638 reactions. Predict the reaction yield, written as a fraction of the theoretical maximum amount of product (1.0 means a 100% yield; for example, 0.34 means a 34% yield). (1) The product is [CH:24]1([C:29]#[C:30][C:2]2[CH:23]=[CH:22][C:5]([C:6]([NH:8][S:9]([C:12]3[CH:17]=[CH:16][CH:15]=[CH:14][C:13]=3[S:18](=[O:21])(=[O:20])[NH2:19])(=[O:11])=[O:10])=[O:7])=[CH:4][N:3]=2)[CH2:28][CH2:27][CH2:26][CH2:25]1. The reactants are Br[C:2]1[CH:23]=[CH:22][C:5]([C:6]([NH:8][S:9]([C:12]2[CH:17]=[CH:16][CH:15]=[CH:14][C:13]=2[S:18](=[O:21])(=[O:20])[NH2:19])(=[O:11])=[O:10])=[O:7])=[CH:4][N:3]=1.[CH:24]1([C:29]#[CH:30])[CH2:28][CH2:27][CH2:26][CH2:25]1.C(N(CC)CC)C.O. The yield is 0.490. The catalyst is CN(C)C=O.[Cu]I.C1C=CC([P]([Pd]([P](C2C=CC=CC=2)(C2C=CC=CC=2)C2C=CC=CC=2)([P](C2C=CC=CC=2)(C2C=CC=CC=2)C2C=CC=CC=2)[P](C2C=CC=CC=2)(C2C=CC=CC=2)C2C=CC=CC=2)(C2C=CC=CC=2)C2C=CC=CC=2)=CC=1.C(OCC)(=O)C. (2) The reactants are Br[C:2]1[CH:7]=[CH:6][C:5]([S:8][CH3:9])=[CH:4][CH:3]=1.C([Li])CCC.C[O:16][B:17](OC)[O:18]C.[OH-].[Na+].C(O)(=O)CC(CC(O)=O)(C(O)=O)O. The catalyst is O1CCCC1.O. The product is [CH3:9][S:8][C:5]1[CH:6]=[CH:7][C:2]([B:17]([OH:18])[OH:16])=[CH:3][CH:4]=1. The yield is 0.360. (3) The reactants are C[O:2][C:3]([C:5]1[S:19][C:8]2=[N:9][C:10]([C:13]3[CH:18]=[CH:17][CH:16]=[CH:15][CH:14]=3)=[CH:11][CH:12]=[C:7]2[C:6]=1[O:20][CH2:21][C:22]([O:24]CC)=[O:23])=[O:4].O.O[Li].O. The catalyst is C1COCC1. The product is [C:22]([CH2:21][O:20][C:6]1[C:7]2[C:8](=[N:9][C:10]([C:13]3[CH:18]=[CH:17][CH:16]=[CH:15][CH:14]=3)=[CH:11][CH:12]=2)[S:19][C:5]=1[C:3]([OH:4])=[O:2])([OH:24])=[O:23]. The yield is 0.850.